This data is from Catalyst prediction with 721,799 reactions and 888 catalyst types from USPTO. The task is: Predict which catalyst facilitates the given reaction. (1) Reactant: [CH3:1][C:2]1[NH:6][N:5]=[C:4]([O:7][C@@H:8]2[O:25][C@H:24]([CH2:26][O:27]C(=O)C)[C@@H:19]([O:20]C(=O)C)[C@H:14]([O:15]C(=O)C)[C@H:9]2[O:10]C(=O)C)[C:3]=1[CH2:31][C:32]1[CH:37]=[CH:36][C:35]([CH:38]=[C:39]2[CH2:41][CH2:40]2)=[CH:34][CH:33]=1.C[O-].[Na+]. Product: [C@@H:8]1([O:7][C:4]2[C:3]([CH2:31][C:32]3[CH:33]=[CH:34][C:35]([CH:38]=[C:39]4[CH2:41][CH2:40]4)=[CH:36][CH:37]=3)=[C:2]([CH3:1])[NH:6][N:5]=2)[O:25][C@H:24]([CH2:26][OH:27])[C@@H:19]([OH:20])[C@H:14]([OH:15])[C@H:9]1[OH:10]. The catalyst class is: 5. (2) Reactant: ClC1C=CC=CC=1SCC[CH2:11][CH2:12][CH2:13][CH2:14][CH2:15][C:16]([OH:18])=[O:17].[Cl:19][C:20]1[CH:21]=[C:22]([SH:26])[CH:23]=[CH:24][CH:25]=1.BrCCCCCC(OCC)=O.[OH-].[K+]. Product: [Cl:19][C:20]1[CH:21]=[C:22]([S:26][CH2:11][CH2:12][CH2:13][CH2:14][CH2:15][C:16]([OH:18])=[O:17])[CH:23]=[CH:24][CH:25]=1. The catalyst class is: 8. (3) Reactant: [CH3:1][O:2][C:3]1[CH:19]=[CH:18][C:17]([O:20][CH3:21])=[CH:16][C:4]=1[CH2:5][NH:6][C:7]([C:9]1[CH:14]=[CH:13][CH:12]=[C:11](Br)[N:10]=1)=[O:8].[CH3:22][CH2:23][O-:24].[Na+]. Product: [CH3:1][O:2][C:3]1[CH:19]=[CH:18][C:17]([O:20][CH3:21])=[CH:16][C:4]=1[CH2:5][NH:6][C:7]([C:9]1[CH:14]=[CH:13][CH:12]=[C:11]([O:24][CH2:23][CH3:22])[N:10]=1)=[O:8]. The catalyst class is: 8. (4) Reactant: [Li+].C[Si]([N-][Si](C)(C)C)(C)C.[O:11]1[CH2:16][CH2:15][C:14](=[O:17])[CH2:13][CH2:12]1.Cl[C:19]([O:21][CH2:22][CH3:23])=[O:20]. Product: [O:17]=[C:14]1[CH2:15][CH2:16][O:11][CH2:12][CH:13]1[C:19]([O:21][CH2:22][CH3:23])=[O:20]. The catalyst class is: 11. (5) Reactant: C[N:2]([CH:4]=[O:5])C.[CH3:6][C:7]([C:17]1[CH:25]=[CH:24][CH:23]=[CH:22][C:18]=1C(O)=O)([CH3:16])[CH2:8][C@:9]1([C:12]([F:15])([F:14])[F:13])[CH2:11][O:10]1.CN(C(ON1N=NC2C=CC=CC1=2)=[N+](C)C)C.[B-](F)(F)(F)F.[OH-].[NH4+]. Product: [CH3:16][C:7]([C:17]1[CH:18]=[CH:22][CH:23]=[CH:24][C:25]=1[C:4]([NH2:2])=[O:5])([CH3:6])[CH2:8][C@:9]1([C:12]([F:13])([F:14])[F:15])[CH2:11][O:10]1. The catalyst class is: 389. (6) Reactant: [CH2:1]([O:3][C:4]([C:6]1[C:7]([O:24][C:25](=[O:27])[CH3:26])=[C:8]2[CH:16]=[CH:15][N:14]([CH2:17][C:18]3[CH:23]=[CH:22][CH:21]=[CH:20][CH:19]=3)[C:9]2=[C:10]([C:12]#[N:13])[N:11]=1)=[O:5])[CH3:2].C1C(=O)N([Br:35])C(=O)C1. Product: [CH2:1]([O:3][C:4]([C:6]1[C:7]([O:24][C:25](=[O:27])[CH3:26])=[C:8]2[C:16]([Br:35])=[CH:15][N:14]([CH2:17][C:18]3[CH:23]=[CH:22][CH:21]=[CH:20][CH:19]=3)[C:9]2=[C:10]([C:12]#[N:13])[N:11]=1)=[O:5])[CH3:2]. The catalyst class is: 23.